Dataset: NCI-60 drug combinations with 297,098 pairs across 59 cell lines. Task: Regression. Given two drug SMILES strings and cell line genomic features, predict the synergy score measuring deviation from expected non-interaction effect. (1) Drug 1: C1=NC2=C(N=C(N=C2N1C3C(C(C(O3)CO)O)F)Cl)N. Drug 2: CC1C(C(CC(O1)OC2CC(CC3=C2C(=C4C(=C3O)C(=O)C5=C(C4=O)C(=CC=C5)OC)O)(C(=O)CO)O)N)O.Cl. Cell line: OVCAR-8. Synergy scores: CSS=46.0, Synergy_ZIP=-4.89, Synergy_Bliss=-4.10, Synergy_Loewe=-8.27, Synergy_HSA=1.04. (2) Drug 1: CCC(=C(C1=CC=CC=C1)C2=CC=C(C=C2)OCCN(C)C)C3=CC=CC=C3.C(C(=O)O)C(CC(=O)O)(C(=O)O)O. Drug 2: CC(C)CN1C=NC2=C1C3=CC=CC=C3N=C2N. Cell line: OVCAR3. Synergy scores: CSS=4.88, Synergy_ZIP=-1.14, Synergy_Bliss=-1.05, Synergy_Loewe=-2.93, Synergy_HSA=-4.29. (3) Drug 1: CC12CCC(CC1=CCC3C2CCC4(C3CC=C4C5=CN=CC=C5)C)O. Drug 2: CC1CCC2CC(C(=CC=CC=CC(CC(C(=O)C(C(C(=CC(C(=O)CC(OC(=O)C3CCCCN3C(=O)C(=O)C1(O2)O)C(C)CC4CCC(C(C4)OC)OCCO)C)C)O)OC)C)C)C)OC. Cell line: RXF 393. Synergy scores: CSS=22.1, Synergy_ZIP=-9.96, Synergy_Bliss=-4.30, Synergy_Loewe=-4.69, Synergy_HSA=-2.12. (4) Drug 1: CC1CCC2CC(C(=CC=CC=CC(CC(C(=O)C(C(C(=CC(C(=O)CC(OC(=O)C3CCCCN3C(=O)C(=O)C1(O2)O)C(C)CC4CCC(C(C4)OC)O)C)C)O)OC)C)C)C)OC. Drug 2: C1CC(=O)NC(=O)C1N2C(=O)C3=CC=CC=C3C2=O. Cell line: KM12. Synergy scores: CSS=21.5, Synergy_ZIP=-6.17, Synergy_Bliss=0.140, Synergy_Loewe=-18.7, Synergy_HSA=-1.20. (5) Drug 1: CC1=C(C=C(C=C1)NC(=O)C2=CC=C(C=C2)CN3CCN(CC3)C)NC4=NC=CC(=N4)C5=CN=CC=C5. Drug 2: CC1CCCC2(C(O2)CC(NC(=O)CC(C(C(=O)C(C1O)C)(C)C)O)C(=CC3=CSC(=N3)C)C)C. Cell line: PC-3. Synergy scores: CSS=39.4, Synergy_ZIP=3.12, Synergy_Bliss=1.94, Synergy_Loewe=-16.1, Synergy_HSA=3.35. (6) Drug 1: CC(C1=C(C=CC(=C1Cl)F)Cl)OC2=C(N=CC(=C2)C3=CN(N=C3)C4CCNCC4)N. Cell line: ACHN. Drug 2: CC1C(C(=O)NC(C(=O)N2CCCC2C(=O)N(CC(=O)N(C(C(=O)O1)C(C)C)C)C)C(C)C)NC(=O)C3=C4C(=C(C=C3)C)OC5=C(C(=O)C(=C(C5=N4)C(=O)NC6C(OC(=O)C(N(C(=O)CN(C(=O)C7CCCN7C(=O)C(NC6=O)C(C)C)C)C)C(C)C)C)N)C. Synergy scores: CSS=8.97, Synergy_ZIP=9.69, Synergy_Bliss=18.3, Synergy_Loewe=18.0, Synergy_HSA=17.4. (7) Drug 1: CCC1(CC2CC(C3=C(CCN(C2)C1)C4=CC=CC=C4N3)(C5=C(C=C6C(=C5)C78CCN9C7C(C=CC9)(C(C(C8N6C)(C(=O)OC)O)OC(=O)C)CC)OC)C(=O)OC)O.OS(=O)(=O)O. Drug 2: CC12CCC3C(C1CCC2OP(=O)(O)O)CCC4=C3C=CC(=C4)OC(=O)N(CCCl)CCCl.[Na+]. Cell line: ACHN. Synergy scores: CSS=2.80, Synergy_ZIP=-0.857, Synergy_Bliss=0.113, Synergy_Loewe=0.713, Synergy_HSA=0.793.